Predict the reaction yield, written as a fraction of the theoretical maximum amount of product (1.0 means a 100% yield; for example, 0.34 means a 34% yield). From a dataset of Reaction yield outcomes from USPTO patents with 853,638 reactions. (1) The reactants are C(Cl)(=O)C(Cl)=O.[C:7]([OH:15])(=[O:14])[C:8]1[CH:13]=[CH:12][CH:11]=[CH:10][CH:9]=1.[C:16]([OH:24])(=[O:23])[C:17]1[CH:22]=[CH:21][CH:20]=[CH:19][CH:18]=1.[C:25]([OH:33])(=[O:32])[C:26]1[CH:31]=[CH:30][CH:29]=[CH:28][CH:27]=1.[OH:34][C@@H:35]1[C@H:39]([OH:40])[C@@H:38]([CH2:41][OH:42])[O:37][C@H:36]1[C:43](O)=O.[CH3:46][N:47]([CH:49]=O)C.[C:51]1(N)[CH:56]=[CH:55][CH:54]=C[C:52]=1[NH2:57]. The catalyst is C(Cl)Cl. The product is [C:7]([OH:15])(=[O:14])[C:8]1[CH:13]=[CH:12][CH:11]=[CH:10][CH:9]=1.[C:16]([OH:24])(=[O:23])[C:17]1[CH:22]=[CH:21][CH:20]=[CH:19][CH:18]=1.[C:25]([OH:33])(=[O:32])[C:26]1[CH:31]=[CH:30][CH:29]=[CH:28][CH:27]=1.[OH:42][CH2:41][C@@H:38]1[C@@H:39]([OH:40])[C@@H:35]([OH:34])[C@H:36]([C:43]2[N:47]([CH3:46])[C:49]3[CH:54]=[CH:55][CH:56]=[CH:51][C:52]=3[N:57]=2)[O:37]1. The yield is 0.190. (2) The reactants are Br[C:2]1[CH:7]=[CH:6][C:5]([CH:8]2[CH2:13][C:12]([CH3:27])([S:14]([C:17]3[CH:22]=[CH:21][CH:20]=[C:19]([C:23]([F:26])([F:25])[F:24])[CH:18]=3)(=[O:16])=[O:15])[CH2:11][CH2:10][O:9]2)=[CH:4][N:3]=1.C([O-])([O-])=O.[Cs+].[Cs+].[NH:34]1[CH:38]=[N:37][CH:36]=[N:35]1. The catalyst is CS(C)=O.[Cu]I. The product is [CH3:27][C:12]1([S:14]([C:17]2[CH:22]=[CH:21][CH:20]=[C:19]([C:23]([F:26])([F:25])[F:24])[CH:18]=2)(=[O:16])=[O:15])[CH2:11][CH2:10][O:9][CH:8]([C:5]2[CH:6]=[CH:7][C:2]([N:34]3[CH:38]=[N:37][CH:36]=[N:35]3)=[N:3][CH:4]=2)[CH2:13]1. The yield is 0.370.